This data is from Orexin1 receptor HTS with 218,158 compounds and 233 confirmed actives. The task is: Binary Classification. Given a drug SMILES string, predict its activity (active/inactive) in a high-throughput screening assay against a specified biological target. (1) The drug is S(=O)(=O)(CCC(=O)N1CCN(CC1)c1c(F)cccc1)c1cc2oc(=O)n(c2cc1)C. The result is 0 (inactive). (2) The compound is O=C(Nc1cc(ccc1)C(O)=O)C(/NC(=O)c1ccccc1)=C/c1ccc([N+]([O-])=O)cc1. The result is 0 (inactive). (3) The compound is Clc1cc(OCc2onc(C(=O)NC3(CCCCC3)CC(OCC)=O)c2)cnc1. The result is 0 (inactive).